This data is from Forward reaction prediction with 1.9M reactions from USPTO patents (1976-2016). The task is: Predict the product of the given reaction. (1) Given the reactants [CH3:1][N:2]1[CH2:26][CH2:25][C:5]2[N:6]([CH2:14][C:15]([C:18]3[CH:19]=[N:20][C:21]([CH3:24])=[CH:22][CH:23]=3)(O)[CH3:16])[C:7]3[CH:8]=[CH:9][C:10]([CH3:13])=[CH:11][C:12]=3[C:4]=2[CH2:3]1.S(=O)(=O)(O)O.[OH-].[K+], predict the reaction product. The product is: [CH3:1][N:2]1[CH2:26][CH2:25][C:5]2[N:6](/[CH:14]=[C:15](/[C:18]3[CH:19]=[N:20][C:21]([CH3:24])=[CH:22][CH:23]=3)\[CH3:16])[C:7]3[CH:8]=[CH:9][C:10]([CH3:13])=[CH:11][C:12]=3[C:4]=2[CH2:3]1. (2) The product is: [NH2:1][C:2]1[N:21]=[C:20]2[CH:22]=[C:4]([C:5]3[CH:28]=[C:9]([C:10](=[O:27])[NH:11][C@H:12]([CH2:24][OH:25])[CH2:13][CH2:14][NH:15][C:16](=[O:23])[CH2:17][CH2:18][S:19]2)[C:8]([CH3:29])=[CH:7][C:6]=3[CH3:30])[N:3]=1. Given the reactants [NH2:1][C:2]1[N:21]=[C:20]2[CH:22]=[C:4]([C:5]3[CH:28]=[C:9]([C:10](=[O:27])[NH:11][C@H:12]([C:24](O)=[O:25])[CH2:13][CH2:14][NH:15][C:16](=[O:23])[CH2:17][CH2:18][S:19]2)[C:8]([CH3:29])=[CH:7][C:6]=3[CH3:30])[N:3]=1.C(OC(Cl)=O)C(C)C.CN1CCOCC1.[BH4-].[Na+], predict the reaction product. (3) The product is: [CH3:11][N:7]1[C:8]2[C:4](=[CH:3][C:2]([B:18]3[O:22][C:21]([CH3:24])([CH3:23])[C:20]([CH3:26])([CH3:25])[O:19]3)=[CH:10][CH:9]=2)[C:5]([C:12]2[CH:17]=[CH:16][N:15]=[CH:14][CH:13]=2)=[N:6]1. Given the reactants Cl[C:2]1[CH:3]=[C:4]2[C:8](=[CH:9][CH:10]=1)[N:7]([CH3:11])[N:6]=[C:5]2[C:12]1[CH:17]=[CH:16][N:15]=[CH:14][CH:13]=1.[B:18]1([B:18]2[O:22][C:21]([CH3:24])([CH3:23])[C:20]([CH3:26])([CH3:25])[O:19]2)[O:22][C:21]([CH3:24])([CH3:23])[C:20]([CH3:26])([CH3:25])[O:19]1.CC(C1C=C(C(C)C)C(C2C=CC=CC=2P(C2CCCCC2)C2CCCCC2)=C(C(C)C)C=1)C.CC([O-])=O.[K+], predict the reaction product. (4) Given the reactants C(OC([N:11]1[CH2:16][CH2:15][N:14]([C:17]2[C:22](Br)=[C:21]([CH2:24][CH2:25][O:26][C:27]([F:30])([F:29])[F:28])[N:20]=[C:19]([C:31]([CH3:34])([CH3:33])[CH3:32])[N:18]=2)[CH2:13][CH2:12]1)=O)C1C=CC=CC=1, predict the reaction product. The product is: [C:31]([C:19]1[N:18]=[C:17]([N:14]2[CH2:15][CH2:16][NH:11][CH2:12][CH2:13]2)[CH:22]=[C:21]([CH2:24][CH2:25][O:26][C:27]([F:29])([F:30])[F:28])[N:20]=1)([CH3:34])([CH3:32])[CH3:33].